Binary Classification. Given a T-cell receptor sequence (or CDR3 region) and an epitope sequence, predict whether binding occurs between them. From a dataset of TCR-epitope binding with 47,182 pairs between 192 epitopes and 23,139 TCRs. (1) The epitope is YSEHPTFTSQY. The TCR CDR3 sequence is CSVGGRGDGYTF. Result: 0 (the TCR does not bind to the epitope). (2) The epitope is YFPLQSYGF. The TCR CDR3 sequence is CASSFAGRETQYF. Result: 1 (the TCR binds to the epitope). (3) The TCR CDR3 sequence is CASSQDRRQLSYEQYF. The epitope is KTSVDCTMYI. Result: 0 (the TCR does not bind to the epitope). (4) The epitope is VVYRGTTTY. The TCR CDR3 sequence is CASSVRSSMNTEAFF. Result: 0 (the TCR does not bind to the epitope). (5) The epitope is RAKFKQLL. The TCR CDR3 sequence is CSARGQGEGFF. Result: 1 (the TCR binds to the epitope). (6) The epitope is VLWAHGFEL. The TCR CDR3 sequence is CASSLSVRGWNTEAFF. Result: 1 (the TCR binds to the epitope).